Dataset: Catalyst prediction with 721,799 reactions and 888 catalyst types from USPTO. Task: Predict which catalyst facilitates the given reaction. (1) Reactant: [Cl:1][C:2]1[CH:7]=[CH:6][C:5]([C:8]2[CH:9]=[N:10][CH:11]=[CH:12][C:13]=2[C:14]([O:16]C)=[O:15])=[CH:4][C:3]=1[C:18]([NH:20][CH2:21][C:22]12[CH2:31][CH:26]3[CH2:27][CH:28]([CH2:30][CH:24]([CH2:25]3)[CH2:23]1)[CH2:29]2)=[O:19].[OH-].[K+].CO. Product: [Cl:1][C:2]1[CH:7]=[CH:6][C:5]([C:8]2[CH:9]=[N:10][CH:11]=[CH:12][C:13]=2[C:14]([OH:16])=[O:15])=[CH:4][C:3]=1[C:18]([NH:20][CH2:21][C:22]12[CH2:31][CH:26]3[CH2:27][CH:28]([CH2:30][CH:24]([CH2:25]3)[CH2:23]1)[CH2:29]2)=[O:19]. The catalyst class is: 6. (2) Reactant: [N:1]1[CH:6]=[CH:5][CH:4]=[CH:3][C:2]=1[CH2:7][O:8][CH2:9][C:10]1[CH:11]=[C:12]([N:16]2[C:20]3[CH:21]=[CH:22][C:23]([CH:25]=O)=[CH:24][C:19]=3[N:18]=[CH:17]2)[CH:13]=[CH:14][CH:15]=1.N1C=CC=CC=1.Cl.[NH2:34][OH:35]. Product: [N:1]1[CH:6]=[CH:5][CH:4]=[CH:3][C:2]=1[CH2:7][O:8][CH2:9][C:10]1[CH:11]=[C:12]([N:16]2[C:20]3[CH:21]=[CH:22][C:23]([CH:25]=[N:34][OH:35])=[CH:24][C:19]=3[N:18]=[CH:17]2)[CH:13]=[CH:14][CH:15]=1. The catalyst class is: 8.